Dataset: NCI-60 drug combinations with 297,098 pairs across 59 cell lines. Task: Regression. Given two drug SMILES strings and cell line genomic features, predict the synergy score measuring deviation from expected non-interaction effect. Drug 1: CNC(=O)C1=CC=CC=C1SC2=CC3=C(C=C2)C(=NN3)C=CC4=CC=CC=N4. Synergy scores: CSS=39.4, Synergy_ZIP=6.70, Synergy_Bliss=8.64, Synergy_Loewe=10.3, Synergy_HSA=12.1. Drug 2: COC1=C(C=C2C(=C1)N=CN=C2NC3=CC(=C(C=C3)F)Cl)OCCCN4CCOCC4. Cell line: A498.